This data is from Retrosynthesis with 50K atom-mapped reactions and 10 reaction types from USPTO. The task is: Predict the reactants needed to synthesize the given product. (1) Given the product Nc1nonc1-c1nc2cncc(-c3cccs3)c2n1-c1ccccc1, predict the reactants needed to synthesize it. The reactants are: Nc1nonc1-c1nc2cncc(Br)c2n1-c1ccccc1.OB(O)c1cccs1. (2) The reactants are: C=C(C)CCl.COc1cc(C=O)ccc1O. Given the product C=C(C)COc1ccc(C=O)cc1OC, predict the reactants needed to synthesize it.